From a dataset of Catalyst prediction with 721,799 reactions and 888 catalyst types from USPTO. Predict which catalyst facilitates the given reaction. (1) Reactant: [F:1][C:2]([F:25])([F:24])[C@H:3]1[CH2:8][CH2:7][C@H:6]([NH:9][C:10](=[O:23])[C:11]2[CH:16]=[C:15]([N+:17]([O-:19])=[O:18])[C:14]([NH:20][CH3:21])=[CH:13][C:12]=2Cl)[CH2:5][CH2:4]1.[F:26][C:27]1([F:32])[CH2:31][CH2:30][NH:29][CH2:28]1.Cl.CCN(C(C)C)C(C)C. Product: [F:1][C:2]([F:25])([F:24])[C@H:3]1[CH2:8][CH2:7][C@H:6]([NH:9][C:10](=[O:23])[C:11]2[CH:16]=[C:15]([N+:17]([O-:19])=[O:18])[C:14]([NH:20][CH3:21])=[CH:13][C:12]=2[N:29]2[CH2:30][CH2:31][C:27]([F:32])([F:26])[CH2:28]2)[CH2:5][CH2:4]1. The catalyst class is: 12. (2) Reactant: [S:1]1[CH:5]=[CH:4][CH:3]=[C:2]1[C:6]1[O:10][N:9]=[C:8]([C:11]([OH:13])=O)[CH:7]=1.[CH3:14][O:15][C:16]1[CH:25]=[C:24]2[C:19]([N:20]=[CH:21][C:22]([S:26][CH2:27][CH2:28][N:29]3[CH2:34][CH2:33][CH:32]([NH2:35])[CH2:31][CH2:30]3)=[N:23]2)=[CH:18][CH:17]=1.ON1C2C=CC=CC=2N=N1.Cl.CN(C)CCCN=C=NCC.C(N(CC)C(C)C)(C)C. Product: [CH3:14][O:15][C:16]1[CH:25]=[C:24]2[C:19]([N:20]=[CH:21][C:22]([S:26][CH2:27][CH2:28][N:29]3[CH2:30][CH2:31][CH:32]([NH:35][C:11]([C:8]4[CH:7]=[C:6]([C:2]5[S:1][CH:5]=[CH:4][CH:3]=5)[O:10][N:9]=4)=[O:13])[CH2:33][CH2:34]3)=[N:23]2)=[CH:18][CH:17]=1. The catalyst class is: 9. (3) The catalyst class is: 9. Product: [CH3:38][O:37][C:34]1[CH:35]=[CH:36][C:31]([C:7]2[N:8]=[C:9]([NH:11][C:12]([C:14]3[N:15]=[CH:16][C:17]([N:20]4[CH2:25][CH2:24][CH:23]([C:26]([OH:28])=[O:27])[CH2:22][CH2:21]4)=[N:18][CH:19]=3)=[O:13])[S:10][C:6]=2[CH2:5][N:64]2[CH2:65][CH2:66][CH2:67][C:62]3([CH2:59][O:60][CH2:61]3)[CH2:63]2)=[CH:32][C:33]=1[C:39]([F:41])([F:42])[F:40]. Reactant: C(O[CH2:5][C:6]1[S:10][C:9]([NH:11][C:12]([C:14]2[N:15]=[CH:16][C:17]([N:20]3[CH2:25][CH2:24][CH:23]([C:26]([O:28]CC)=[O:27])[CH2:22][CH2:21]3)=[N:18][CH:19]=2)=[O:13])=[N:8][C:7]=1[C:31]1[CH:36]=[CH:35][C:34]([O:37][CH3:38])=[C:33]([C:39]([F:42])([F:41])[F:40])[CH:32]=1)(=O)C.C(N(C(C)C)CC)(C)C.FC(F)(F)C(O)=O.[CH2:59]1[C:62]2([CH2:67][CH2:66][CH2:65][NH:64][CH2:63]2)[CH2:61][O:60]1.